This data is from Reaction yield outcomes from USPTO patents with 853,638 reactions. The task is: Predict the reaction yield, written as a fraction of the theoretical maximum amount of product (1.0 means a 100% yield; for example, 0.34 means a 34% yield). (1) The reactants are [Br:1][C:2]1[CH:34]=[CH:33][C:5]([CH2:6][CH2:7][N:8]([CH2:22][C:23]2[CH:28]=[CH:27][C:26]([S:29](=[O:32])(=[O:31])[NH2:30])=[CH:25][CH:24]=2)[CH:9]2[CH2:14][CH2:13][N:12]([C:15]([O:17][C:18]([CH3:21])([CH3:20])[CH3:19])=[O:16])[CH2:11][CH2:10]2)=[CH:4][CH:3]=1.[H-].[Na+].[C:37](Cl)(=[O:39])[CH3:38]. The catalyst is C1COCC1. The product is [C:37]([NH:30][S:29]([C:26]1[CH:25]=[CH:24][C:23]([CH2:22][N:8]([CH2:7][CH2:6][C:5]2[CH:4]=[CH:3][C:2]([Br:1])=[CH:34][CH:33]=2)[CH:9]2[CH2:10][CH2:11][N:12]([C:15]([O:17][C:18]([CH3:21])([CH3:20])[CH3:19])=[O:16])[CH2:13][CH2:14]2)=[CH:28][CH:27]=1)(=[O:32])=[O:31])(=[O:39])[CH3:38]. The yield is 0.650. (2) The reactants are [H-].[H-].[H-].[H-].[Li+].[Al+3].C([O:9][C:10](=O)[C:11]([CH3:35])([CH3:34])[CH2:12][CH2:13][CH2:14][CH2:15][CH2:16][CH2:17][C:18](=[O:33])[CH2:19][CH2:20][CH2:21][CH2:22][CH2:23][CH2:24][C:25]([CH3:32])([CH3:31])[C:26](OCC)=[O:27])C. The catalyst is C(OC)(C)(C)C. The product is [CH3:34][C:11]([CH3:35])([CH2:12][CH2:13][CH2:14][CH2:15][CH2:16][CH2:17][CH:18]([OH:33])[CH2:19][CH2:20][CH2:21][CH2:22][CH2:23][CH2:24][C:25]([CH3:32])([CH3:31])[CH2:26][OH:27])[CH2:10][OH:9]. The yield is 0.660. (3) The product is [NH2:13][C:10]1[C:9]([S:2]([Cl:1])(=[O:5])=[O:3])=[CH:8][C:7]([Br:6])=[CH:12][N:11]=1. No catalyst specified. The reactants are [Cl:1][S:2]([OH:5])(=O)=[O:3].[Br:6][C:7]1[CH:8]=[CH:9][C:10]([NH2:13])=[N:11][CH:12]=1. The yield is 0.770.